This data is from Catalyst prediction with 721,799 reactions and 888 catalyst types from USPTO. The task is: Predict which catalyst facilitates the given reaction. (1) Reactant: [F:1][C:2]1[CH:7]=[CH:6][C:5]([C:8]2[N:12]([CH2:13][CH2:14][CH2:15][NH:16]C(=O)OC(C)(C)C)[N:11]=[C:10]([CH3:24])[C:9]=2[C:25]2[CH:26]=[CH:27][C:28]3[O:33][CH2:32][C:31](=[O:34])[NH:30][C:29]=3[CH:35]=2)=[CH:4][CH:3]=1.Cl. Product: [NH2:16][CH2:15][CH2:14][CH2:13][N:12]1[C:8]([C:5]2[CH:6]=[CH:7][C:2]([F:1])=[CH:3][CH:4]=2)=[C:9]([C:25]2[CH:26]=[CH:27][C:28]3[O:33][CH2:32][C:31](=[O:34])[NH:30][C:29]=3[CH:35]=2)[C:10]([CH3:24])=[N:11]1. The catalyst class is: 162. (2) Reactant: [CH:1]1([C@H:4]([NH:6][C:7]2[C:8]3[N:9]([CH:16]=[C:17]([C:19]4[CH:24]=CC=C(C=C)[CH:20]=4)[CH:18]=3)[N:10]=[CH:11][C:12]=2[C:13]([NH2:15])=O)[CH3:5])[CH2:3][CH2:2]1.C[N+]1([O-])CC[O:31][CH2:30]C1.[CH2:35]1[CH2:39][O:38][CH2:37][CH2:36]1.[OH2:40]. Product: [CH:1]1([CH:4]([NH:6][C:7]2[C:8]3[N:9]([CH:16]=[C:17]([C:19]4[CH:24]=[CH:37][CH:36]=[C:35]([C@@H:39]([OH:38])[CH2:30][OH:31])[CH:20]=4)[CH:18]=3)[N:10]=[CH:11][C:12]=2[C:13]([NH2:15])=[O:40])[CH3:5])[CH2:3][CH2:2]1. The catalyst class is: 771. (3) Reactant: Cl[C:2]1[N:10]=[CH:9][CH:8]=[CH:7][C:3]=1[C:4]([OH:6])=[O:5].[NH2:11][C:12]1[CH:17]=[CH:16][CH:15]=[CH:14][CH:13]=1.C1(C)C=CC(S(O)(=O)=O)=CC=1. Product: [C:12]1([NH:11][C:2]2[N:10]=[CH:9][CH:8]=[CH:7][C:3]=2[C:4]([OH:6])=[O:5])[CH:17]=[CH:16][CH:15]=[CH:14][CH:13]=1. The catalyst class is: 6. (4) Reactant: C(OC(=O)[NH:10][CH2:11][CH2:12][C:13]1[N:17]2[C:18](=[O:30])[C:19]3[NH:20][CH:21]=[N:22][C:23]=3[N:24]([CH2:25][CH2:26][CH2:27][CH2:28][CH3:29])[C:16]2=[N:15][N:14]=1)C1C=CC=CC=1. Product: [NH2:10][CH2:11][CH2:12][C:13]1[N:17]2[C:18](=[O:30])[C:19]3[NH:20][CH:21]=[N:22][C:23]=3[N:24]([CH2:25][CH2:26][CH2:27][CH2:28][CH3:29])[C:16]2=[N:15][N:14]=1. The catalyst class is: 19. (5) Reactant: C(OC(=O)[NH:7][C@H:8]1[CH2:13][CH2:12][C@H:11]([CH2:14][CH2:15][N:16]2[CH2:21][CH2:20][CH2:19][CH2:18][CH:17]2[C:22]2[CH:23]=[CH:24][O:25][C:26]3[C:30]=2[CH:29]=[CH:28][CH:27]=3)[CH2:10][CH2:9]1)(C)(C)C.[ClH:32]. Product: [ClH:32].[ClH:32].[O:25]1[C:26]2=[CH:27][CH:28]=[CH:29][C:30]2=[C:22]([CH:17]2[CH2:18][CH2:19][CH2:20][CH2:21][N:16]2[CH2:15][CH2:14][C@H:11]2[CH2:10][CH2:9][C@H:8]([NH2:7])[CH2:13][CH2:12]2)[CH:23]=[CH:24]1. The catalyst class is: 4.